This data is from Full USPTO retrosynthesis dataset with 1.9M reactions from patents (1976-2016). The task is: Predict the reactants needed to synthesize the given product. Given the product [F:29][C:2]([F:1])([O:7][C:8]1[CH:9]=[CH:10][C:11]([N:14]2[CH:18]=[N:17][C:16]([C:19]3[CH:20]=[CH:21][C:22]([C:23]([OH:25])=[O:24])=[CH:27][CH:28]=3)=[N:15]2)=[CH:12][CH:13]=1)[C:3]([F:6])([F:5])[F:4], predict the reactants needed to synthesize it. The reactants are: [F:1][C:2]([F:29])([O:7][C:8]1[CH:13]=[CH:12][C:11]([N:14]2[CH:18]=[N:17][C:16]([C:19]3[CH:28]=[CH:27][C:22]([C:23]([O:25]C)=[O:24])=[CH:21][CH:20]=3)=[N:15]2)=[CH:10][CH:9]=1)[C:3]([F:6])([F:5])[F:4].C1COCC1.O.[OH-].[Li+].Cl.